This data is from CYP2C9 inhibition data for predicting drug metabolism from PubChem BioAssay. The task is: Regression/Classification. Given a drug SMILES string, predict its absorption, distribution, metabolism, or excretion properties. Task type varies by dataset: regression for continuous measurements (e.g., permeability, clearance, half-life) or binary classification for categorical outcomes (e.g., BBB penetration, CYP inhibition). Dataset: cyp2c9_veith. The drug is C[C@@H](C(=O)Nc1ccc2ccccc2c1)[C@H]1C[C@]1(C)[C@H](NP(=O)(c1ccccc1)c1ccccc1)c1ccccc1. The result is 1 (inhibitor).